Dataset: Peptide-MHC class II binding affinity with 134,281 pairs from IEDB. Task: Regression. Given a peptide amino acid sequence and an MHC pseudo amino acid sequence, predict their binding affinity value. This is MHC class II binding data. The peptide sequence is GLHFHEMNNGGDAMY. The binding affinity (normalized) is 0.254. The MHC is DRB1_0301 with pseudo-sequence DRB1_0301.